From a dataset of Reaction yield outcomes from USPTO patents with 853,638 reactions. Predict the reaction yield, written as a fraction of the theoretical maximum amount of product (1.0 means a 100% yield; for example, 0.34 means a 34% yield). (1) The reactants are [OH:1][C:2]1[CH:3]=[C:4]([CH:8]=[CH:9][C:10]=1[I:11])[C:5]([OH:7])=[O:6].S(=O)(=O)(O)O.[CH3:17]O. No catalyst specified. The product is [OH:1][C:2]1[CH:3]=[C:4]([CH:8]=[CH:9][C:10]=1[I:11])[C:5]([O:7][CH3:17])=[O:6]. The yield is 1.00. (2) The reactants are [CH2:1]([Li])[CH2:2]CC.[CH2:6]([CH:8]1[C:20]2[CH:19]=[CH:18][CH:17]=[CH:16][C:15]=2[C:14]2[C:9]1=[CH:10][CH:11]=[CH:12][CH:13]=2)[CH3:7].BrCC.Cl. The catalyst is C1COCC1.O. The product is [CH2:6]([C:8]1([CH2:1][CH3:2])[C:9]2[CH:10]=[CH:11][CH:12]=[CH:13][C:14]=2[C:15]2[C:20]1=[CH:19][CH:18]=[CH:17][CH:16]=2)[CH3:7]. The yield is 0.680.